Task: Predict the product of the given reaction.. Dataset: Forward reaction prediction with 1.9M reactions from USPTO patents (1976-2016) (1) Given the reactants [CH3:1][CH2:2][CH2:3][CH2:4][C:5]1[N:9]([CH2:10][C:11]2[CH:12]=[CH:13][C:14]([C:17]3[CH:18]=[CH:19][CH:20]=[CH:21][C:22]=3[C:23]3[N:27]=[N:26][NH:25][N:24]=3)=[CH:15][CH:16]=2)[C:8]([CH2:28][OH:29])=[C:7]([Cl:30])[N:6]=1.[OH-].[K+:32], predict the reaction product. The product is: [CH3:1][CH2:2][CH2:3][CH2:4][C:5]1[N:9]([CH2:10][C:11]2[CH:16]=[CH:15][C:14]([C:17]3[CH:18]=[CH:19][CH:20]=[CH:21][C:22]=3[C:23]3[N:27]=[N:26][N-:25][N:24]=3)=[CH:13][CH:12]=2)[C:8]([CH2:28][OH:29])=[C:7]([Cl:30])[N:6]=1.[K+:32]. (2) Given the reactants [C:1]1([CH:7]([NH:10][C:11]([C:13]2[CH:14]=[C:15]3[C:19](=[CH:20][CH:21]=2)[N:18]([CH2:22][C:23]2[CH:28]=[CH:27][C:26]([C:29]4[C:30]([C:35]([O:37]C(C)(C)C)=[O:36])=[CH:31][CH:32]=[CH:33][CH:34]=4)=[CH:25][CH:24]=2)[N:17]=[CH:16]3)=[O:12])[CH2:8][CH3:9])[CH:6]=[CH:5][CH:4]=[CH:3][CH:2]=1, predict the reaction product. The product is: [C:1]1([CH:7]([NH:10][C:11]([C:13]2[CH:14]=[C:15]3[C:19](=[CH:20][CH:21]=2)[N:18]([CH2:22][C:23]2[CH:24]=[CH:25][C:26]([C:29]4[C:30]([C:35]([OH:37])=[O:36])=[CH:31][CH:32]=[CH:33][CH:34]=4)=[CH:27][CH:28]=2)[N:17]=[CH:16]3)=[O:12])[CH2:8][CH3:9])[CH:2]=[CH:3][CH:4]=[CH:5][CH:6]=1. (3) Given the reactants Br[C:2]1[CH:3]=[N:4][CH:5]=[C:6]([CH:19]=1)[C:7]([N:9]=[S@@:10]([CH3:18])(=[O:17])[C:11]1[CH:16]=[CH:15][CH:14]=[CH:13][CH:12]=1)=[O:8].[OH:20][C:21]1[CH:22]=[C:23]([C:27]#[CH:28])[CH:24]=[CH:25][CH:26]=1, predict the reaction product. The product is: [OH:20][C:21]1[CH:22]=[C:23]([C:27]#[C:28][C:2]2[CH:3]=[N:4][CH:5]=[C:6]([CH:19]=2)[C:7]([N:9]=[S@@:10]([CH3:18])(=[O:17])[C:11]2[CH:16]=[CH:15][CH:14]=[CH:13][CH:12]=2)=[O:8])[CH:24]=[CH:25][CH:26]=1. (4) Given the reactants [C:1]([O:9][CH:10]([CH2:13][S:14]([C:17]1[CH:22]=[CH:21][CH:20]=[CH:19][C:18]=1Br)(=[O:16])=[O:15])[CH:11]=[CH2:12])(=[O:8])[C:2]1[CH:7]=[CH:6][CH:5]=[CH:4][CH:3]=1.C([SnH](CCCC)CCCC)CCC.CC(N=NC(C#N)(C)C)(C#N)C, predict the reaction product. The product is: [C:1]([O:9][CH:10]1[CH2:11][CH2:12][C:18]2[CH:19]=[CH:20][CH:21]=[CH:22][C:17]=2[S:14](=[O:16])(=[O:15])[CH2:13]1)(=[O:8])[C:2]1[CH:7]=[CH:6][CH:5]=[CH:4][CH:3]=1. (5) Given the reactants [CH3:1][C:2]1[N:6]2[C:7]3[CH:15]=[CH:14][CH:13]=[CH:12][C:8]=3[NH:9][CH2:10][CH2:11][C:5]2=[N:4][N:3]=1.[Cl:16][C:17]1[CH:18]=[CH:19][C:20](F)=[N:21][CH:22]=1.C([O-])([O-])=O.[K+].[K+], predict the reaction product. The product is: [Cl:16][C:17]1[CH:18]=[CH:19][C:20]([N:9]2[CH2:10][CH2:11][C:5]3=[N:4][N:3]=[C:2]([CH3:1])[N:6]3[C:7]3[CH:15]=[CH:14][CH:13]=[CH:12][C:8]2=3)=[N:21][CH:22]=1. (6) Given the reactants [CH2:1]([N:8]1[CH2:12][CH2:11][CH2:10][C:9]1=[O:13])[C:2]1[CH:7]=[CH:6][CH:5]=[CH:4][CH:3]=1.[F:14][B-:15]([F:18])([F:17])[F:16].[CH2:19]([O+](CC)CC)[CH3:20], predict the reaction product. The product is: [F:14][B-:15]([F:18])([F:17])[F:16].[CH2:1]([N+:8]1[CH2:12][CH2:11][CH2:10][C:9]=1[O:13][CH2:19][CH3:20])[C:2]1[CH:7]=[CH:6][CH:5]=[CH:4][CH:3]=1. (7) Given the reactants C[O:2][C:3](=O)[C:4]1[CH:9]=[C:8]([Cl:10])[C:7]([NH:11][C:12]2[S:13][C:14]3[N:15]=[CH:16][N:17]=[C:18]([NH:21][C:22]4[CH:27]=[CH:26][C:25]([C:28]([F:31])([F:30])[F:29])=[CH:24][CH:23]=4)[C:19]=3[N:20]=2)=[C:6]([Cl:32])[CH:5]=1.[H-].C([Al+]CC(C)C)C(C)C, predict the reaction product. The product is: [Cl:32][C:6]1[CH:5]=[C:4]([CH2:3][OH:2])[CH:9]=[C:8]([Cl:10])[C:7]=1[NH:11][C:12]1[S:13][C:14]2[N:15]=[CH:16][N:17]=[C:18]([NH:21][C:22]3[CH:27]=[CH:26][C:25]([C:28]([F:29])([F:31])[F:30])=[CH:24][CH:23]=3)[C:19]=2[N:20]=1. (8) Given the reactants [C:1]([O:5][C:6](=[O:35])[N:7]([CH2:24][CH2:25][CH2:26][NH:27][C:28]([O:30][C:31]([CH3:34])([CH3:33])[CH3:32])=[O:29])[CH2:8][C:9]1[CH:14]=[CH:13][C:12](B2OC(C)(C)C(C)(C)O2)=[CH:11][CH:10]=1)([CH3:4])([CH3:3])[CH3:2].I[C:37]1[C:38](=[O:50])[N:39]=[C:40]2[NH:45][C:44]3[CH:46]=[CH:47][CH:48]=[CH:49][C:43]=3[N:41]2[CH:42]=1.C(O)C.O1CCOCC1, predict the reaction product. The product is: [C:1]([O:5][C:6](=[O:35])[N:7]([CH2:24][CH2:25][CH2:26][NH:27][C:28]([O:30][C:31]([CH3:34])([CH3:33])[CH3:32])=[O:29])[CH2:8][C:9]1[CH:10]=[CH:11][C:12]([C:37]2[C:38](=[O:50])[N:39]=[C:40]3[NH:45][C:44]4[CH:46]=[CH:47][CH:48]=[CH:49][C:43]=4[N:41]3[CH:42]=2)=[CH:13][CH:14]=1)([CH3:3])([CH3:4])[CH3:2].